Task: Predict the reactants needed to synthesize the given product.. Dataset: Full USPTO retrosynthesis dataset with 1.9M reactions from patents (1976-2016) (1) Given the product [CH2:52]([O:51][C:49](=[O:50])[CH:43]([CH:42]([O:41][CH2:39][CH3:40])[CH:14]([N:11]1[CH2:12][CH2:13][N:8]([C:6]([O:5][C:1]([CH3:4])([CH3:2])[CH3:3])=[O:7])[CH2:9][CH2:10]1)[C:15]1[CH:20]=[CH:19][CH:18]=[CH:17][N:16]=1)[C:44]([O:46][CH2:47][CH3:48])=[O:45])[CH3:53], predict the reactants needed to synthesize it. The reactants are: [C:1]([O:5][C:6]([N:8]1[CH2:13][CH2:12][N:11]([CH2:14][C:15]2[CH:20]=[CH:19][CH:18]=[CH:17][N:16]=2)[CH2:10][CH2:9]1)=[O:7])([CH3:4])([CH3:3])[CH3:2].N1C=CC=CC=1CN1CCNCC1.[Li]CCCC.[CH2:39]([O:41][CH:42]=[C:43]([C:49]([O:51][CH2:52][CH3:53])=[O:50])[C:44]([O:46][CH2:47][CH3:48])=[O:45])[CH3:40]. (2) The reactants are: [NH2:1][C:2]1[CH:7]=[CH:6][C:5]([C:8]2[C:16]3[C:11](=[N:12][CH:13]=[CH:14][CH:15]=3)[NH:10][C:9]=2[C:17]([NH2:19])=[O:18])=[CH:4][CH:3]=1.[CH3:20][C:21]1[CH:26]=[CH:25][C:24]([CH3:27])=[CH:23][C:22]=1[N:28]=[C:29]=[O:30]. Given the product [CH3:20][C:21]1[CH:26]=[CH:25][C:24]([CH3:27])=[CH:23][C:22]=1[NH:28][C:29](=[O:30])[NH:1][C:2]1[CH:3]=[CH:4][C:5]([C:8]2[C:16]3[C:11](=[N:12][CH:13]=[CH:14][CH:15]=3)[NH:10][C:9]=2[C:17]([NH2:19])=[O:18])=[CH:6][CH:7]=1, predict the reactants needed to synthesize it.